This data is from Catalyst prediction with 721,799 reactions and 888 catalyst types from USPTO. The task is: Predict which catalyst facilitates the given reaction. (1) Reactant: [Br:1][C:2]1[C:3]([OH:12])=[N:4][C:5]([CH3:11])=[C:6]([N+:8]([O-:10])=[O:9])[CH:7]=1.[C:26]1(P([C:26]2[CH:31]=[CH:30][CH:29]=[CH:28][CH:27]=2)[C:26]2[CH:31]=[CH:30][CH:29]=[CH:28][CH:27]=2)[CH:31]=[CH:30][CH:29]=[CH:28][CH:27]=1.[N+](C(OC(C)C)=O)(C(O[CH:37]([CH3:39])[CH3:38])=O)=[N-]. Product: [Br:1][C:2]1[C:3]([O:12][C@H:29]2[CH2:28][CH2:27][C@H:26]([CH:37]([CH3:39])[CH3:38])[CH2:31][CH2:30]2)=[N:4][C:5]([CH3:11])=[C:6]([N+:8]([O-:10])=[O:9])[CH:7]=1. The catalyst class is: 1. (2) Reactant: C(C1C=C(C)C=C(C(C)(C)C)C=1[OH:16])(C)(C)C.CN(CCCN1CN(CCCN(C)C)CN(CCCN(C)C)C1)C.[CH3:41][S:42][C:43]1[CH:48]=[CH:47][CH:46]=[CH:45][C:44]=1[N:49]=[C:50]=[O:51].[C:52]([O:56][CH2:57][CH2:58][CH2:59]O)(=[O:55])[CH:53]=[CH2:54].[N-]=C=O. Product: [C:52]([O:56][CH2:57][CH:58]([O:51][C:50](=[O:16])[NH:49][C:44]1[CH:45]=[CH:46][CH:47]=[CH:48][C:43]=1[S:42][CH3:41])[CH3:59])(=[O:55])[CH:53]=[CH2:54]. The catalyst class is: 13. (3) Reactant: [F:1][C:2]1[CH:3]=[C:4]([C:9]2[C:18]3[C:13](=[CH:14][CH:15]=[CH:16][CH:17]=3)[CH2:12][CH2:11][N:10]=2)[CH:5]=[CH:6][C:7]=1[F:8].[BH4-].[Na+]. Product: [F:1][C:2]1[CH:3]=[C:4]([CH:9]2[C:18]3[C:13](=[CH:14][CH:15]=[CH:16][CH:17]=3)[CH2:12][CH2:11][NH:10]2)[CH:5]=[CH:6][C:7]=1[F:8]. The catalyst class is: 5. (4) Reactant: [CH2:1]1[C:14]2[C:13]3[CH:12]=[CH:11][CH:10]=[CH:9][C:8]=3[NH:7][C:6]=2[CH2:5][CH2:4][N:3]([C:15]([O:17][C:18]([CH3:21])([CH3:20])[CH3:19])=[O:16])[CH2:2]1.[H-].[Na+].Cl[CH2:25][C:26]([N:28]([CH3:30])[CH3:29])=[O:27].CCOC(C)=O. Product: [CH3:29][N:28]([CH3:30])[C:26](=[O:27])[CH2:25][N:7]1[C:8]2[CH:9]=[CH:10][CH:11]=[CH:12][C:13]=2[C:14]2[CH2:1][CH2:2][N:3]([C:15]([O:17][C:18]([CH3:21])([CH3:20])[CH3:19])=[O:16])[CH2:4][CH2:5][C:6]1=2. The catalyst class is: 3. (5) Reactant: CS([Cl:5])(=O)=O.[Br:6][C:7]1[CH:12]=[CH:11][C:10]([CH2:13]O)=[C:9]([CH3:15])[CH:8]=1.C(N(CC)CC)C.O. Product: [Br:6][C:7]1[CH:12]=[CH:11][C:10]([CH2:13][Cl:5])=[C:9]([CH3:15])[CH:8]=1. The catalyst class is: 4. (6) The catalyst class is: 3. Product: [CH3:42][C:41]([CH3:44])([CH3:43])[C:40]([O:39][CH:37]([O:25][C:24](=[O:26])[C@@H:23]([NH:22][C:20]([C:16]1[S:15][C:14]([NH:13][C:11](=[O:12])[CH2:10][C:5]2[CH:6]=[CH:7][CH:8]=[C:9]3[C:4]=2[CH:3]=[N:2][NH:1]3)=[N:18][C:17]=1[CH3:19])=[O:21])[CH2:27][NH:28][C:29]([C:31]1[S:32][CH:33]=[CH:34][CH:35]=1)=[O:30])[CH3:38])=[O:45]. Reactant: [NH:1]1[C:9]2[C:4](=[C:5]([CH2:10][C:11]([NH:13][C:14]3[S:15][C:16]([C:20]([NH:22][C@@H:23]([CH2:27][NH:28][C:29]([C:31]4[S:32][CH:33]=[CH:34][CH:35]=4)=[O:30])[C:24]([OH:26])=[O:25])=[O:21])=[C:17]([CH3:19])[N:18]=3)=[O:12])[CH:6]=[CH:7][CH:8]=2)[CH:3]=[N:2]1.Cl[CH:37]([O:39][C:40](=[O:45])[C:41]([CH3:44])([CH3:43])[CH3:42])[CH3:38].C(N(CC)CC)C.[I-].[Na+]. (7) Reactant: [NH:1]1[C:5]2[CH:6]=[CH:7][CH:8]=[CH:9][C:4]=2[N:3]=[C:2]1[C:10]1[C:11]([NH2:15])=[N:12][O:13][N:14]=1.CO.[C:18](#[N:21])[CH:19]=[CH2:20]. Product: [NH:3]1[C:4]2[CH:9]=[CH:8][CH:7]=[CH:6][C:5]=2[N:1]=[C:2]1[C:10]1[C:11]([NH:15][CH2:20][CH2:19][C:18]#[N:21])=[N:12][O:13][N:14]=1. The catalyst class is: 17. (8) Reactant: [I:1][C:2]1[CH:3]=[C:4]([CH:6]=[CH:7][CH:8]=1)N.C=O.[C:11](O)(=O)C.[C:15]([BH3-])#[N:16].[Na+]. Product: [I:1][C:2]1[CH:3]=[C:4]([CH:6]=[CH:7][CH:8]=1)[N:16]([CH3:15])[CH3:11]. The catalyst class is: 8.